This data is from Full USPTO retrosynthesis dataset with 1.9M reactions from patents (1976-2016). The task is: Predict the reactants needed to synthesize the given product. (1) Given the product [N+:11](=[CH:12][C:13]([O:35][CH2:34]/[CH:33]=[CH:32]/[C:31]1[CH:30]=[CH:29][C:28]([NH:36][C:37]([O:38][CH2:39][C:40]2[CH:45]=[CH:44][CH:43]=[CH:42][CH:41]=2)=[O:46])=[CH:27][C:26]=1[F:25])=[O:14])=[N-:10], predict the reactants needed to synthesize it. The reactants are: C1(C)C=CC(S([NH:10][N:11]=[CH:12][C:13](O)=[O:14])(=O)=O)=CC=1.ClC(N(C)C)=C(C)C.[F:25][C:26]1[CH:27]=[C:28]([NH:36][C:37](=[O:46])[O:38][CH2:39][C:40]2[CH:45]=[CH:44][CH:43]=[CH:42][CH:41]=2)[CH:29]=[CH:30][C:31]=1/[CH:32]=[CH:33]/[CH2:34][OH:35].CN(C)C1C=CC=CC=1.C(N(CC)CC)C. (2) Given the product [CH2:1]([O:3][C:4](=[O:31])[CH2:5][C:6]1[CH:7]=[C:8]([C:14]2[CH:19]=[CH:18][C:17]([C:20]3[CH:21]=[N:22][C:23]([O:26][CH2:27][CH3:28])=[CH:24][CH:25]=3)=[CH:16][C:15]=2[CH2:29][NH:34][CH2:32][CH3:33])[C:9]([O:12][CH3:13])=[CH:10][CH:11]=1)[CH3:2], predict the reactants needed to synthesize it. The reactants are: [CH2:1]([O:3][C:4](=[O:31])[CH2:5][C:6]1[CH:7]=[C:8]([C:14]2[CH:19]=[CH:18][C:17]([C:20]3[CH:21]=[N:22][C:23]([O:26][CH2:27][CH3:28])=[CH:24][CH:25]=3)=[CH:16][C:15]=2[CH:29]=O)[C:9]([O:12][CH3:13])=[CH:10][CH:11]=1)[CH3:2].[CH2:32]([NH2:34])[CH3:33]. (3) The reactants are: [C:1]1([C:17]2[CH:22]=[CH:21][CH:20]=[CH:19][CH:18]=2)[CH:6]=[CH:5][CH:4]=[CH:3][C:2]=1[C:7]([N:9]1[CH2:16][CH:15]2[CH:11]([CH2:12][NH:13][CH2:14]2)[CH2:10]1)=[O:8].Cl[C:24]1[N:29]=[C:28]([O:30][CH3:31])[CH:27]=[CH:26][N:25]=1. Given the product [C:1]1([C:17]2[CH:22]=[CH:21][CH:20]=[CH:19][CH:18]=2)[CH:6]=[CH:5][CH:4]=[CH:3][C:2]=1[C:7]([N:9]1[CH2:10][CH:11]2[CH:15]([CH2:14][N:13]([C:24]3[N:29]=[C:28]([O:30][CH3:31])[CH:27]=[CH:26][N:25]=3)[CH2:12]2)[CH2:16]1)=[O:8], predict the reactants needed to synthesize it. (4) Given the product [C:41]([O:45][C:46]([N:48]1[CH2:49][CH2:50][CH:51]([O:54][NH:55][C:19]([C:11]2[O:12][C:13]3[CH:18]=[CH:17][N:16]=[CH:15][C:14]=3[C:10]=2[NH:9][C:3]2[CH:4]=[CH:5][C:6]([I:8])=[CH:7][C:2]=2[F:1])=[O:21])[CH2:52][CH2:53]1)=[O:47])([CH3:44])([CH3:42])[CH3:43], predict the reactants needed to synthesize it. The reactants are: [F:1][C:2]1[CH:7]=[C:6]([I:8])[CH:5]=[CH:4][C:3]=1[NH:9][C:10]1[C:14]2[CH:15]=[N:16][CH:17]=[CH:18][C:13]=2[O:12][C:11]=1[C:19]([OH:21])=O.C1C=CC2N(O)N=NC=2C=1.CCN(C(C)C)C(C)C.[C:41]([O:45][C:46]([N:48]1[CH2:53][CH2:52][CH:51]([O:54][NH2:55])[CH2:50][CH2:49]1)=[O:47])([CH3:44])([CH3:43])[CH3:42]. (5) Given the product [N:1]1([C:20]([O:19][C:16]([CH3:18])([CH3:17])[CH3:15])=[O:21])[C:5]2=[CH:6][N:7]=[CH:8][CH:9]=[C:4]2[CH:3]=[C:2]1[C:10]([O:12][CH2:13][CH3:14])=[O:11], predict the reactants needed to synthesize it. The reactants are: [NH:1]1[C:5]2=[CH:6][N:7]=[CH:8][CH:9]=[C:4]2[CH:3]=[C:2]1[C:10]([O:12][CH2:13][CH3:14])=[O:11].[CH3:15][C:16]([O:19][C:20](O[C:20]([O:19][C:16]([CH3:18])([CH3:17])[CH3:15])=[O:21])=[O:21])([CH3:18])[CH3:17].O.